From a dataset of Experimentally validated miRNA-target interactions with 360,000+ pairs, plus equal number of negative samples. Binary Classification. Given a miRNA mature sequence and a target amino acid sequence, predict their likelihood of interaction. The miRNA is mmu-miR-1953 with sequence UGGGAAAGUUCUCAGGCUUCUG. The protein sequence of the target gene is MASVDFKTYVDQACRAAEEFVNVYYTTMDKRRRLLSRLYMGTATLVWNGNAVSGQESLSEFFEMLPSSEFQISVVDCQPVHDEATPSQTTVLVVICGSVKFEGNKQRDFNQNFILTAQASPSNTVWKIASDCFRFQDWAS. Result: 0 (no interaction).